Dataset: NCI-60 drug combinations with 297,098 pairs across 59 cell lines. Task: Regression. Given two drug SMILES strings and cell line genomic features, predict the synergy score measuring deviation from expected non-interaction effect. Drug 1: CCC1(CC2CC(C3=C(CCN(C2)C1)C4=CC=CC=C4N3)(C5=C(C=C6C(=C5)C78CCN9C7C(C=CC9)(C(C(C8N6C)(C(=O)OC)O)OC(=O)C)CC)OC)C(=O)OC)O.OS(=O)(=O)O. Drug 2: CN(CCCl)CCCl.Cl. Cell line: SK-MEL-28. Synergy scores: CSS=12.1, Synergy_ZIP=-4.36, Synergy_Bliss=-1.74, Synergy_Loewe=-2.77, Synergy_HSA=0.888.